From a dataset of Full USPTO retrosynthesis dataset with 1.9M reactions from patents (1976-2016). Predict the reactants needed to synthesize the given product. (1) Given the product [S:1]([N:11]1[C:19]2[C:18](=[CH:17][CH:16]=[C:15]([CH2:20][NH2:22])[CH:14]=2)[CH:13]=[CH:12]1)([C:4]1[CH:5]=[CH:6][C:7]([CH3:8])=[CH:9][CH:10]=1)(=[O:3])=[O:2], predict the reactants needed to synthesize it. The reactants are: [S:1]([N:11]1[C:19]2[CH:18]=[CH:17][CH:16]=[C:15]([CH:20]=O)[C:14]=2[CH:13]=[CH:12]1)([C:4]1[CH:10]=[CH:9][C:7]([CH3:8])=[CH:6][CH:5]=1)(=[O:3])=[O:2].[NH4+:22].[Cl-]. (2) Given the product [C:1]([O:4][C@@H:5]1[C@@H:19]([O:20][C:21](=[O:23])[CH3:22])[C@H:18]([O:24][C:25](=[O:27])[CH3:26])[CH2:17][S:16][C@H:6]1[O:7][C:8]1[C:9]([F:15])=[N:10][CH:11]=[C:12]([C:29]2[CH:34]=[CH:33][CH:32]=[CH:31][N:30]=2)[CH:13]=1)(=[O:3])[CH3:2], predict the reactants needed to synthesize it. The reactants are: [C:1]([O:4][C@@H:5]1[C@@H:19]([O:20][C:21](=[O:23])[CH3:22])[C@H:18]([O:24][C:25](=[O:27])[CH3:26])[CH2:17][S:16][C@H:6]1[O:7][C:8]1[C:9]([F:15])=[N:10][CH:11]=[C:12](Br)[CH:13]=1)(=[O:3])[CH3:2].Br[C:29]1[CH:34]=[CH:33][CH:32]=[CH:31][N:30]=1. (3) Given the product [Br:1][C:2]1[CH:7]=[C:6]([C:8]2[CH2:9][C:10]([C:17]3[CH:22]=[C:21]([Cl:23])[CH:20]=[C:19]([Cl:24])[CH:18]=3)([C:13]([F:14])([F:15])[F:16])[CH2:11][N:12]=2)[CH:5]=[CH:4][C:3]=1[CH2:25][NH:26][C:27](=[O:29])[CH3:28], predict the reactants needed to synthesize it. The reactants are: [Br:1][C:2]1[CH:7]=[C:6]([C:8]2[CH2:9][C:10]([C:17]3[CH:22]=[C:21]([Cl:23])[CH:20]=[C:19]([Cl:24])[CH:18]=3)([C:13]([F:16])([F:15])[F:14])[CH2:11][N:12]=2)[CH:5]=[CH:4][C:3]=1[CH2:25][NH2:26].[C:27](OC(=O)C)(=[O:29])[CH3:28].